This data is from Forward reaction prediction with 1.9M reactions from USPTO patents (1976-2016). The task is: Predict the product of the given reaction. Given the reactants [CH2:1]([O:3][C:4](=[O:18])[CH2:5][CH2:6][CH2:7][O:8][C:9]1[C:14]([CH3:15])=[CH:13][C:12](Br)=[CH:11][C:10]=1[CH3:17])[CH3:2].[B:19]1([B:19]2[O:23][C:22]([CH3:25])([CH3:24])[C:21]([CH3:27])([CH3:26])[O:20]2)[O:23][C:22]([CH3:25])([CH3:24])[C:21]([CH3:27])([CH3:26])[O:20]1, predict the reaction product. The product is: [CH2:1]([O:3][C:4](=[O:18])[CH2:5][CH2:6][CH2:7][O:8][C:9]1[C:14]([CH3:15])=[CH:13][C:12]([B:19]2[O:23][C:22]([CH3:25])([CH3:24])[C:21]([CH3:27])([CH3:26])[O:20]2)=[CH:11][C:10]=1[CH3:17])[CH3:2].